This data is from Forward reaction prediction with 1.9M reactions from USPTO patents (1976-2016). The task is: Predict the product of the given reaction. (1) Given the reactants [CH3:1][N:2]([CH3:16])[CH2:3][CH2:4][CH2:5][C:6]1[C:14]2[C:9](=[CH:10][CH:11]=[C:12]([NH2:15])[CH:13]=2)[NH:8][CH:7]=1.I.CS[C:20]([C:22]1[S:23][CH:24]=[CH:25][CH:26]=1)=[NH:21].N.Cl, predict the reaction product. The product is: [CH3:16][N:2]([CH3:1])[CH2:3][CH2:4][CH2:5][C:6]1[C:14]2[C:9](=[CH:10][CH:11]=[C:12]([NH:15][C:20]([C:22]3[S:23][CH:24]=[CH:25][CH:26]=3)=[NH:21])[CH:13]=2)[NH:8][CH:7]=1. (2) Given the reactants [CH2:1]([O:8][C:9]1[CH:10]=[C:11]([OH:35])[C:12]2[C:13](=[O:34])[C:14]3[C:19]([O:20][C:21]=2[C:22]=1[CH2:23][CH:24]=[CH2:25])=[C:18]([O:26][CH2:27][C:28]1[CH:33]=[CH:32][CH:31]=[CH:30][CH:29]=1)[CH:17]=[CH:16][CH:15]=3)[C:2]1[CH:7]=[CH:6][CH:5]=[CH:4][CH:3]=1.[H-].[Na+].[CH3:38]I.CO, predict the reaction product. The product is: [CH2:1]([O:8][C:9]1[CH:10]=[C:11]([O:35][CH3:38])[C:12]2[C:13](=[O:34])[C:14]3[C:19]([O:20][C:21]=2[C:22]=1[CH2:23][CH:24]=[CH2:25])=[C:18]([O:26][CH2:27][C:28]1[CH:29]=[CH:30][CH:31]=[CH:32][CH:33]=1)[CH:17]=[CH:16][CH:15]=3)[C:2]1[CH:7]=[CH:6][CH:5]=[CH:4][CH:3]=1. (3) Given the reactants [C:1]([C:4]1[CH:5]=[C:6]2[C:10](=[CH:11][CH:12]=1)[N:9]([CH2:13][C:14]([F:17])([F:16])[F:15])[C:8](=[O:18])[CH2:7]2)(=[O:3])[CH3:2].[CH2:19](O)[CH2:20][OH:21].C1(C)C=CC(S(O)(=O)=O)=CC=1, predict the reaction product. The product is: [CH3:2][C:1]1([C:4]2[CH:5]=[C:6]3[C:10](=[CH:11][CH:12]=2)[N:9]([CH2:13][C:14]([F:15])([F:16])[F:17])[C:8](=[O:18])[CH2:7]3)[O:21][CH2:20][CH2:19][O:3]1. (4) Given the reactants CN(C)C=O.[CH3:6][O:7][C:8](=[O:16])[C:9]1[CH:14]=[CH:13][C:12]([SH:15])=[CH:11][CH:10]=1.C(=O)([O-])[O-].[K+].[K+].I[CH2:24][CH:25](C)[CH3:26], predict the reaction product. The product is: [CH3:6][O:7][C:8](=[O:16])[C:9]1[CH:14]=[CH:13][C:12]([S:15][CH:25]([CH3:26])[CH3:24])=[CH:11][CH:10]=1.